Dataset: Full USPTO retrosynthesis dataset with 1.9M reactions from patents (1976-2016). Task: Predict the reactants needed to synthesize the given product. (1) Given the product [CH3:1][C:2]1[CH:7]=[C:6]([CH3:8])[CH:5]=[C:4]([CH:9]2[CH2:13][CH2:12][O:11][CH2:10]2)[C:3]=1[O:14][CH2:16][C:17]([O:19][CH3:20])=[O:18], predict the reactants needed to synthesize it. The reactants are: [CH3:1][C:2]1[CH:7]=[C:6]([CH3:8])[CH:5]=[C:4]([CH:9]2[CH2:13][CH2:12][O:11][CH2:10]2)[C:3]=1[OH:14].Br[CH2:16][C:17]([O:19][CH3:20])=[O:18].C(=O)([O-])[O-].[Cs+].[Cs+]. (2) Given the product [C:11]1([C:15]2[CH:16]=[CH:17][CH:18]=[CH:19][CH:20]=2)[CH:12]=[CH:13][CH:14]=[C:9]([N:8]2[C:30](=[O:31])[C:29]([CH2:28][C:25]3[CH:24]=[CH:23][C:22]([OH:21])=[CH:27][CH:26]=3)=[N:1][C:2]3[CH:7]=[CH:6][CH:5]=[N:4][C:3]2=3)[CH:10]=1, predict the reactants needed to synthesize it. The reactants are: [NH2:1][C:2]1[C:3]([NH:8][C:9]2[CH:10]=[C:11]([C:15]3[CH:20]=[CH:19][CH:18]=[CH:17][CH:16]=3)[CH:12]=[CH:13][CH:14]=2)=[N:4][CH:5]=[CH:6][CH:7]=1.[OH:21][C:22]1[CH:27]=[CH:26][C:25]([CH2:28][C:29](=O)[C:30](O)=[O:31])=[CH:24][CH:23]=1.C(OCC)(=O)C.C(=O)(O)[O-].[Na+]. (3) Given the product [C:1]([O:5][C@@H:6]([C:12]1[C:27]([CH3:28])=[CH:26][C:15]2[N:16]=[C:17]([C:19]3[CH:24]=[CH:23][N:22]=[C:21]([C:41]4[CH:40]=[CH:39][C:38]([O:37][CH3:36])=[C:43]([O:44][CH3:45])[CH:42]=4)[N:20]=3)[S:18][C:14]=2[C:13]=1[C:29]1[CH:34]=[CH:33][C:32]([Cl:35])=[CH:31][CH:30]=1)[C:7]([O:9][CH2:10][CH3:11])=[O:8])([CH3:2])([CH3:3])[CH3:4], predict the reactants needed to synthesize it. The reactants are: [C:1]([O:5][C@@H:6]([C:12]1[C:27]([CH3:28])=[CH:26][C:15]2[N:16]=[C:17]([C:19]3[CH:24]=[CH:23][N:22]=[C:21](Cl)[N:20]=3)[S:18][C:14]=2[C:13]=1[C:29]1[CH:34]=[CH:33][C:32]([Cl:35])=[CH:31][CH:30]=1)[C:7]([O:9][CH2:10][CH3:11])=[O:8])([CH3:4])([CH3:3])[CH3:2].[CH3:36][O:37][C:38]1[CH:39]=[C:40](B(O)O)[CH:41]=[CH:42][C:43]=1[O:44][CH3:45].C([O-])([O-])=O.[K+].[K+].